Dataset: NCI-60 drug combinations with 297,098 pairs across 59 cell lines. Task: Regression. Given two drug SMILES strings and cell line genomic features, predict the synergy score measuring deviation from expected non-interaction effect. Drug 1: C1C(C(OC1N2C=NC3=C(N=C(N=C32)Cl)N)CO)O. Drug 2: CC1CCCC2(C(O2)CC(NC(=O)CC(C(C(=O)C(C1O)C)(C)C)O)C(=CC3=CSC(=N3)C)C)C. Cell line: IGROV1. Synergy scores: CSS=24.2, Synergy_ZIP=0.674, Synergy_Bliss=-0.811, Synergy_Loewe=-16.2, Synergy_HSA=-3.45.